This data is from Full USPTO retrosynthesis dataset with 1.9M reactions from patents (1976-2016). The task is: Predict the reactants needed to synthesize the given product. (1) The reactants are: ClC(N(C)C)=C(C)C.[Br:9][C:10]1[CH:23]=[C:22]2[C:13]([O:14][C:15]3[C:16]([F:41])=[CH:17][C:18]([O:39][CH3:40])=[CH:19][C:20]=3[C:21]2([NH:27][C:28]([NH:30]C(=O)C2C=CC=CC=2)=[S:29])[CH2:24][CH2:25]O)=[CH:12][CH:11]=1.[OH-].[Li+].BrC1C=C2C(OC3C(F)=CC(OC)=CC=3C32CCSC(NC(=O)C2C=CC=CC=2)=N3)=CC=1. Given the product [Br:9][C:10]1[CH:23]=[C:22]2[C:13]([O:14][C:15]3[C:16]([F:41])=[CH:17][C:18]([O:39][CH3:40])=[CH:19][C:20]=3[C:21]32[CH2:24][CH2:25][S:29][C:28]([NH2:30])=[N:27]3)=[CH:12][CH:11]=1, predict the reactants needed to synthesize it. (2) Given the product [NH2:8][C@@H:9]1[C:16](=[O:17])[N:15]2[C@H:18]([C:21]([O:23][CH2:24][C:25]3[CH:26]=[CH:27][CH:28]=[CH:29][CH:30]=3)=[O:22])[CH2:19][CH2:20][C@@H:14]2[CH2:13][CH:12]=[CH:11][CH2:10]1, predict the reactants needed to synthesize it. The reactants are: C(OC([NH:8][C@@H:9]1[C:16](=[O:17])[N:15]2[C@H:18]([C:21]([O:23][CH2:24][C:25]3[CH:30]=[CH:29][CH:28]=[CH:27][CH:26]=3)=[O:22])[CH2:19][CH2:20][C@@H:14]2[CH2:13][CH:12]=[CH:11][CH2:10]1)=O)(C)(C)C.FC(F)(F)C(O)=O. (3) Given the product [C:26]([O:25][CH:19]([C:8]1[C:7]([CH3:30])=[CH:6][C:5]2[C:10](=[CH:11][C:2]([C:32]#[C:31][CH:33]3[CH2:35][CH2:34]3)=[CH:3][CH:4]=2)[C:9]=1[C:12]1[CH:13]=[CH:14][C:15]([Cl:18])=[CH:16][CH:17]=1)[C:20]([OH:22])=[O:21])([CH3:28])([CH3:29])[CH3:27], predict the reactants needed to synthesize it. The reactants are: Br[C:2]1[CH:11]=[C:10]2[C:5]([CH:6]=[C:7]([CH3:30])[C:8]([CH:19]([O:25][C:26]([CH3:29])([CH3:28])[CH3:27])[C:20]([O:22]CC)=[O:21])=[C:9]2[C:12]2[CH:17]=[CH:16][C:15]([Cl:18])=[CH:14][CH:13]=2)=[CH:4][CH:3]=1.[C:31]([CH:33]1[CH2:35][CH2:34]1)#[CH:32]. (4) Given the product [CH:1]1([CH:7]2[C:16]3[C:11](=[CH:12][CH:13]=[C:14]([O:17][CH3:18])[CH:15]=3)[CH2:10][CH2:9][N:8]2[C:19](=[O:34])[CH2:20][NH:21][CH2:22][CH2:23][O:24][C@H:25]2[CH2:29][CH2:28][CH2:27][C@H:26]2[OH:30])[CH2:6][CH2:5][CH2:4][CH2:3][CH2:2]1, predict the reactants needed to synthesize it. The reactants are: [CH:1]1([CH:7]2[C:16]3[C:11](=[CH:12][CH:13]=[C:14]([O:17][CH3:18])[CH:15]=3)[CH2:10][CH2:9][N:8]2[C:19](=[O:34])[CH2:20][NH:21][CH2:22][CH2:23][O:24][C@@H:25]2[CH2:29][CH2:28][CH2:27][C@@H:26]2[O:30]COC)[CH2:6][CH2:5][CH2:4][CH2:3][CH2:2]1.Cl.CCOC(C)=O. (5) Given the product [O:1]1[CH2:5][CH2:4][CH2:3][CH:2]1[CH2:6][CH2:7][CH2:8][NH2:9], predict the reactants needed to synthesize it. The reactants are: [O:1]1[CH2:5][CH2:4][CH2:3][CH:2]1[CH:6]=[CH:7][C:8]#[N:9]. (6) Given the product [Cl:25][C:5]1[C:4]2[C:9](=[CH:10][CH:11]=[C:2]([C:33]([C:32]3[C:27]([CH3:26])=[N:28][C:29]([CH3:41])=[CH:30][CH:31]=3)([C:35]3[N:39]([CH3:40])[N:38]=[N:37][CH:36]=3)[OH:34])[CH:3]=2)[N:8]=[C:7]([O:12][CH3:13])[C:6]=1[CH2:14][N:15]1[C:20]([CH3:21])([CH3:22])[CH2:19][CH2:18][CH2:17][C:16]1([CH3:24])[CH3:23], predict the reactants needed to synthesize it. The reactants are: Br[C:2]1[CH:3]=[C:4]2[C:9](=[CH:10][CH:11]=1)[N:8]=[C:7]([O:12][CH3:13])[C:6]([CH2:14][N:15]1[C:20]([CH3:22])([CH3:21])[CH2:19][CH2:18][CH2:17][C:16]1([CH3:24])[CH3:23])=[C:5]2[Cl:25].[CH3:26][C:27]1[C:32]([C:33]([C:35]2[N:39]([CH3:40])[N:38]=[N:37][CH:36]=2)=[O:34])=[CH:31][CH:30]=[C:29]([CH3:41])[N:28]=1. (7) Given the product [CH2:3]([N:9]([CH3:20])[C:10]([CH:12]1[CH2:17][CH:16]([OH:15])[CH2:18][CH:13]1[C:14]([OH:2])=[O:19])=[O:11])[CH2:4][CH2:5][CH2:6][CH:7]=[CH2:8], predict the reactants needed to synthesize it. The reactants are: [Li+].[OH-:2].[CH2:3]([N:9]([CH3:20])[C:10]([CH:12]1[CH2:17][CH:16]2[CH2:18][CH:13]1[C:14](=[O:19])[O:15]2)=[O:11])[CH2:4][CH2:5][CH2:6][CH:7]=[CH2:8].Cl. (8) The reactants are: [C:1]([O:6][C:7]1[C:16]2C(=CC=CC=2)C=C[CH:8]=1)(=[O:5])[C:2]([CH3:4])=[CH2:3].[CH3:25][C:24](N=N[C:24]([C:27]#N)([CH3:26])[CH3:25])([C:27]#N)[CH3:26].[C:29]1(C)[CH:34]=CC=C[CH:30]=1. Given the product [C:1]([O:6][C:7]1[CH:8]=[CH:25][C:24]2[C:26](=[CH:30][CH:29]=[CH:34][CH:27]=2)[CH:16]=1)(=[O:5])[C:2]([CH3:4])=[CH2:3], predict the reactants needed to synthesize it. (9) Given the product [ClH:10].[CH3:18][O:19][C:20]1[CH:25]=[C:24]([O:26][CH3:27])[CH:23]=[CH:22][C:21]=1[CH2:28][CH2:29][CH2:30][CH2:31][NH:32][C:14]([NH:13][C:11]([C:4]1[C:3]([NH2:2])=[N:8][C:7]([NH2:9])=[C:6]([Cl:10])[N:5]=1)=[O:12])=[NH:17], predict the reactants needed to synthesize it. The reactants are: I.[NH2:2][C:3]1[C:4]([C:11]([NH:13][C:14](=[NH:17])SC)=[O:12])=[N:5][C:6]([Cl:10])=[C:7]([NH2:9])[N:8]=1.[CH3:18][O:19][C:20]1[CH:25]=[C:24]([O:26][CH3:27])[CH:23]=[CH:22][C:21]=1[CH2:28][CH2:29][CH2:30][CH2:31][NH2:32]. (10) Given the product [Cl:1][C:2]1[CH:9]=[C:8]([Cl:10])[CH:7]=[CH:6][C:3]=1[CH:4]=[C:12]([C:11]#[N:15])[C:13]#[N:14], predict the reactants needed to synthesize it. The reactants are: [Cl:1][C:2]1[CH:9]=[C:8]([Cl:10])[CH:7]=[CH:6][C:3]=1[CH:4]=O.[C:11](#[N:15])[CH2:12][C:13]#[N:14].C(OCC)C.